Dataset: Full USPTO retrosynthesis dataset with 1.9M reactions from patents (1976-2016). Task: Predict the reactants needed to synthesize the given product. The reactants are: [Cl:1][C:2]1[C:7]([OH:8])=[CH:6][CH:5]=[CH:4][N:3]=1.Br[CH2:10][CH2:11][O:12][C:13]1[CH:18]=[CH:17][CH:16]=[CH:15][CH:14]=1.C([O-])([O-])=O.[K+].[K+]. Given the product [Cl:1][C:2]1[C:7]([O:8][CH2:10][CH2:11][O:12][C:13]2[CH:18]=[CH:17][CH:16]=[CH:15][CH:14]=2)=[CH:6][CH:5]=[CH:4][N:3]=1, predict the reactants needed to synthesize it.